From a dataset of Forward reaction prediction with 1.9M reactions from USPTO patents (1976-2016). Predict the product of the given reaction. (1) Given the reactants [N:1]([CH2:4][C:5]1[C:6]([CH3:17])=[N:7][O:8][C:9]=1[C:10]1[CH:15]=[CH:14][C:13]([Br:16])=[CH:12][CH:11]=1)=[N+]=[N-].C1(P(C2C=CC=CC=2)C2C=CC=CC=2)C=CC=CC=1, predict the reaction product. The product is: [Br:16][C:13]1[CH:12]=[CH:11][C:10]([C:9]2[O:8][N:7]=[C:6]([CH3:17])[C:5]=2[CH2:4][NH2:1])=[CH:15][CH:14]=1. (2) Given the reactants C(Cl)CCl.C(N(CC)CC)C.NCC1C=CC=CN=1.N1C=CC=C(C[CH2:27][NH:28][C:29]([C:31]2[NH:51][N:50]=[C:49]3[C:32]=2[CH2:33][CH:34]2[CH:47]4[CH:38]([C:39]5[CH:40]=[CH:41][C:42]([OH:48])=[CH:43][C:44]=5[CH2:45][CH2:46]4)[CH2:37][CH2:36][C:35]23[CH3:52])=[O:30])C=1, predict the reaction product. The product is: [CH3:27][NH:28][C:29]([C:31]1[NH:51][N:50]=[C:49]2[C:32]=1[CH2:33][CH:34]1[CH:47]3[CH:38]([C:39]4[CH:40]=[CH:41][C:42]([OH:48])=[CH:43][C:44]=4[CH2:45][CH2:46]3)[CH2:37][CH2:36][C:35]12[CH3:52])=[O:30]. (3) Given the reactants [CH2:1]([O:3][CH:4]([CH2:10][C:11]1[CH:16]=[CH:15][C:14]([O:17][CH2:18][CH2:19][N:20]2[C:29]3[C:24](=[CH:25][C:26]([C:30](=[N:37][O:38][CH3:39])[C:31]4[CH:36]=[CH:35][CH:34]=[CH:33][CH:32]=4)=[CH:27][CH:28]=3)[C:23]([CH3:41])([CH3:40])[CH2:22][CH2:21]2)=[CH:13][CH:12]=1)[C:5]([O:7]CC)=[O:6])[CH3:2].[OH-].[Li+].Cl, predict the reaction product. The product is: [CH2:1]([O:3][CH:4]([CH2:10][C:11]1[CH:12]=[CH:13][C:14]([O:17][CH2:18][CH2:19][N:20]2[C:29]3[C:24](=[CH:25][C:26]([C:30](=[N:37][O:38][CH3:39])[C:31]4[CH:36]=[CH:35][CH:34]=[CH:33][CH:32]=4)=[CH:27][CH:28]=3)[C:23]([CH3:40])([CH3:41])[CH2:22][CH2:21]2)=[CH:15][CH:16]=1)[C:5]([OH:7])=[O:6])[CH3:2].